This data is from Reaction yield outcomes from USPTO patents with 853,638 reactions. The task is: Predict the reaction yield, written as a fraction of the theoretical maximum amount of product (1.0 means a 100% yield; for example, 0.34 means a 34% yield). (1) The product is [Cl-:23].[Cl:23][CH2:11][CH:10]([NH:9][C:8]([CH2:7][CH2:6][CH:5]([NH3+:19])[C:4]([O:3][CH2:1][CH3:2])=[O:20])=[O:18])[C:13]([O:15][CH2:16][CH3:17])=[O:14]. The yield is 0.840. The catalyst is ClCCl. The reactants are [CH2:1]([O:3][C:4](=[O:20])[CH:5]([NH2:19])[CH2:6][CH2:7][C:8](=[O:18])[NH:9][CH:10]([C:13]([O:15][CH2:16][CH3:17])=[O:14])[CH2:11]O)[CH3:2].S(Cl)([Cl:23])=O. (2) The reactants are C([O:4][C@H:5]1[CH2:22][CH2:21][C@@:20]2([CH3:23])[C@@H:7]([CH2:8][CH2:9][C@:10]3([CH3:50])[C@@H:19]2[CH2:18][CH2:17][C@H:16]2[C@@:11]3([CH3:49])[CH2:12][CH2:13][C@@:14]3([C:30]([N:32]4[CH2:36][CH2:35][CH2:34][CH:33]4[C:37]4[NH:38][C:39]([C:42]5[CH:47]=[CH:46][C:45]([Cl:48])=[CH:44][CH:43]=5)=[CH:40][N:41]=4)=[O:31])[CH2:26][CH2:25][C@@H:24]([C:27]([CH3:29])=[CH2:28])[C@@H:15]32)[C:6]1([CH3:52])[CH3:51])(=O)C.C(=O)([O-])[O-].[K+].[K+]. The catalyst is C1COCC1.CO. The product is [Cl:48][C:45]1[CH:44]=[CH:43][C:42]([C:39]2[NH:38][C:37]([CH:33]3[CH2:34][CH2:35][CH2:36][N:32]3[C:30]([C@:14]34[CH2:26][CH2:25][C@@H:24]([C:27]([CH3:29])=[CH2:28])[C@@H:15]3[C@@H:16]3[C@@:11]([CH3:49])([CH2:12][CH2:13]4)[C@@:10]4([CH3:50])[C@@H:19]([C@:20]5([CH3:23])[C@@H:7]([CH2:8][CH2:9]4)[C:6]([CH3:51])([CH3:52])[C@@H:5]([OH:4])[CH2:22][CH2:21]5)[CH2:18][CH2:17]3)=[O:31])=[N:41][CH:40]=2)=[CH:47][CH:46]=1. The yield is 0.610.